This data is from Full USPTO retrosynthesis dataset with 1.9M reactions from patents (1976-2016). The task is: Predict the reactants needed to synthesize the given product. (1) Given the product [CH2:1]([NH:5][C:29]([C@H:15]1[NH:16][CH2:17][CH2:18][N:13]([C:11]([OH:12])=[O:10])[CH2:14]1)=[O:30])[CH:2]([CH3:4])[CH3:3], predict the reactants needed to synthesize it. The reactants are: [CH2:1]([NH2:5])[CH:2]([CH3:4])[CH3:3].C([O:10][C:11]([N:13]1[CH2:18][CH2:17][N:16](C(OCC2C=CC=CC=2)=O)[C@H:15]([C:29](O)=[O:30])[CH2:14]1)=[O:12])(C)(C)C. (2) Given the product [CH:8]1([C:13]2[C:23]([CH:24]([OH:25])[C:26]3[N:31]=[C:30]([C:32]([O:34][CH3:35])=[O:33])[CH:29]=[CH:28][CH:27]=3)=[C:16]3[CH:17]=[CH:18][C:19]([O:21][CH3:22])=[CH:20][N:15]3[N:14]=2)[CH2:12][CH2:11][CH2:10][CH2:9]1, predict the reactants needed to synthesize it. The reactants are: CO.[BH4-].[Na+].ClCCl.[CH:8]1([C:13]2[C:23]([C:24]([C:26]3[N:31]=[C:30]([C:32]([O:34][CH3:35])=[O:33])[CH:29]=[CH:28][CH:27]=3)=[O:25])=[C:16]3[CH:17]=[CH:18][C:19]([O:21][CH3:22])=[CH:20][N:15]3[N:14]=2)[CH2:12][CH2:11][CH2:10][CH2:9]1. (3) Given the product [CH:23]([C:17]1[N:18]([CH2:20][O:21][CH3:22])[CH:19]=[C:15]([NH:14][C:12]([CH:7]2[CH2:8][CH2:9][CH2:10][CH2:11]2)=[O:13])[N:16]=1)=[O:24], predict the reactants needed to synthesize it. The reactants are: [H-].[H-].[H-].[H-].[Li+].[Al+3].[CH:7]1([C:12]([NH:14][C:15]2[N:16]=[C:17]([C:23](OCC)=[O:24])[N:18]([CH2:20][O:21][CH3:22])[CH:19]=2)=[O:13])[CH2:11][CH2:10][CH2:9][CH2:8]1. (4) Given the product [N:20]1([CH2:26][CH2:27][NH:28][C:3]2[S:4]/[C:5](=[CH:9]\[C:10]3[CH:11]=[C:12]4[C:17](=[CH:18][CH:19]=3)[N:16]=[CH:15][CH:14]=[CH:13]4)/[C:6](=[O:8])[N:7]=2)[CH2:25][CH2:24][O:23][CH2:22][CH2:21]1, predict the reactants needed to synthesize it. The reactants are: CS[C:3]1[S:4]/[C:5](=[CH:9]\[C:10]2[CH:11]=[C:12]3[C:17](=[CH:18][CH:19]=2)[N:16]=[CH:15][CH:14]=[CH:13]3)/[C:6](=[O:8])[N:7]=1.[N:20]1([CH2:26][CH2:27][NH2:28])[CH2:25][CH2:24][O:23][CH2:22][CH2:21]1.CCN(C(C)C)C(C)C. (5) Given the product [O:28]1[C:32]2[CH:33]=[CH:34][CH:35]=[CH:36][C:31]=2[C:30]([NH:37][C:38]([N:23]2[CH2:22][CH2:21][C:19]3([CH2:20][CH:17]([C:13]4[CH:14]=[CH:15][CH:16]=[C:11]([O:10][C:7]5[CH:6]=[CH:5][C:4]([C:3]([F:2])([F:26])[F:27])=[CH:9][N:8]=5)[CH:12]=4)[CH2:18]3)[CH2:25][CH2:24]2)=[O:39])=[N:29]1, predict the reactants needed to synthesize it. The reactants are: Cl.[F:2][C:3]([F:27])([F:26])[C:4]1[CH:5]=[CH:6][C:7]([O:10][C:11]2[CH:12]=[C:13]([CH:17]3[CH2:20][C:19]4([CH2:25][CH2:24][NH:23][CH2:22][CH2:21]4)[CH2:18]3)[CH:14]=[CH:15][CH:16]=2)=[N:8][CH:9]=1.[O:28]1[C:32]2[CH:33]=[CH:34][CH:35]=[CH:36][C:31]=2[C:30]([NH:37][C:38](=O)[O:39]C2C=CC=CC=2)=[N:29]1. (6) Given the product [Cl:11][C:10]1[CH:9]=[C:8]2[C:4]([C:5]([C:12]([OH:14])=[O:13])=[N:6][NH:7]2)=[CH:3][C:2]=1[C:22]1[CH:23]=[CH:24][C:16]2[O:15][CH2:20][CH2:19][O:18][C:17]=2[CH:21]=1, predict the reactants needed to synthesize it. The reactants are: Br[C:2]1[CH:3]=[C:4]2[C:8](=[CH:9][C:10]=1[Cl:11])[NH:7][N:6]=[C:5]2[C:12]([OH:14])=[O:13].[O:15]1[CH2:20][CH2:19][O:18][C:17]2[CH:21]=[C:22](B(O)O)[CH:23]=[CH:24][C:16]1=2.C(=O)([O-])[O-].[K+].[K+]. (7) Given the product [Cl:10][C:11]1[CH:22]=[C:21]([O:23][CH2:24][CH:25]=[C:26]([Cl:27])[Cl:28])[CH:20]=[C:19]([Cl:29])[C:12]=1[O:13][CH2:14][CH2:15][CH2:16][O:17][N:18]=[CH:1][C:2]1[CH:7]=[CH:6][CH:5]=[CH:4][CH:3]=1, predict the reactants needed to synthesize it. The reactants are: [CH:1](=O)[C:2]1[CH:7]=[CH:6][CH:5]=[CH:4][CH:3]=1.Cl.[Cl:10][C:11]1[CH:22]=[C:21]([O:23][CH2:24][CH:25]=[C:26]([Cl:28])[Cl:27])[CH:20]=[C:19]([Cl:29])[C:12]=1[O:13][CH2:14][CH2:15][CH2:16][O:17][NH2:18].C(O)(=O)CC(CC(O)=O)(C(O)=O)O. (8) The reactants are: [CH3:1][O:2][C:3]([C:5]1[CH:10]=[CH:9][C:8]([C:11]2[CH:16]=[C:15]([NH2:17])[CH:14]=[C:13]([CH2:18][N:19]([CH3:21])[CH3:20])[CH:12]=2)=[CH:7][CH:6]=1)=[O:4].CCN(C(C)C)C(C)C.Cl[C:32]1[CH:40]=[C:39](Cl)[CH:38]=[CH:37][C:33]=1[C:34](Cl)=[O:35]. Given the product [CH3:1][O:2][C:3]([C:5]1[CH:6]=[CH:7][C:8]([C:11]2[CH:16]=[C:15]([NH:17][C:34]([C:33]3[CH:37]=[CH:38][CH:39]=[CH:40][CH:32]=3)=[O:35])[CH:14]=[C:13]([CH2:18][N:19]([CH3:20])[CH3:21])[CH:12]=2)=[CH:9][CH:10]=1)=[O:4], predict the reactants needed to synthesize it.